This data is from Full USPTO retrosynthesis dataset with 1.9M reactions from patents (1976-2016). The task is: Predict the reactants needed to synthesize the given product. Given the product [CH3:1][CH2:2][C@@:3]12[C@:11]([OH:14])([C:12]#[CH:13])[CH2:10][CH2:9][C@H:8]1[C@@H:7]1[CH2:15][CH2:16][C:17]3[C@@H:23]([C@H:6]1[CH2:5][CH2:4]2)[CH2:22][CH2:21]/[C:19](=[N:68]\[OH:69])/[CH:18]=3, predict the reactants needed to synthesize it. The reactants are: [CH3:1][CH2:2][C@@:3]12[C@:11]([OH:14])([C:12]#[CH:13])[CH2:10][CH2:9][C@H:8]1[C@@H:7]1[CH2:15][CH2:16][C:17]3[C@@H:23]([C@H:6]1[CH2:5][CH2:4]2)[CH2:22][CH2:21][C:19](=O)[CH:18]=3.C([C@]12CC[C@@H]3C4CC=C(OC)CC=4CC[C@H]3[C@@H]1CC[C@@H]2O)C.[Cl-].O[NH3+].C([C@]12CC[C@@H]3[C@@H]4C(CC[C@H]3[C@@H]1CC[C@@H]2O)=CC(=[N:68][OH:69])CC4)C.